This data is from Drug-target binding data from BindingDB using IC50 measurements. The task is: Regression. Given a target protein amino acid sequence and a drug SMILES string, predict the binding affinity score between them. We predict pIC50 (pIC50 = -log10(IC50 in M); higher means more potent). Dataset: bindingdb_ic50. (1) The drug is CC(C)[C@H](C(=O)OCc1ccccc1)N1C(=O)[C@@H](NC(=O)COc2ccccc2)C[S+]1[O-]. The target protein sequence is MLKRLKEKSNDEIVQNTINKRINFIFGVIVFIFAVLVLRLGYLQIAQGSHYKQIIKNDENITVNESVPRGRILDRNGKVLVDNASKMAITYTRGRKTTQSEMLDTAEKLSKLIKMDTKKITERDKKDFWIQLHPKKAKAMMTKEQAMLADGSIKQDQYDKQLLSKIGKSQLDELSSKDLQVLAIFREMNAGTVLDPQMIKNEDVSEKEYAAVSQQLSKLPGVNTSMDWDRKYPYGDTLRGIFGDVSTPAEGIPKELTEHYLSKGYSRNDRVGKSYLEYQYEDVLRGKKKEMKYTTDKSGKVTSSEVLNPGARGQDLKLTIDIDLQKEVEALLDKQIKKLRSQGAKDMDNAMMVVQNPKNGDILALAGKQINKSGKMTDYDIGTFTSQFAVGSSVKGGTLLAGYQNKAIKVGETMVDEPLHFQGGLTKRSYFNKNGHVTINDKQALMRSSNVYMFKTALKLAGDPYYSGMALPSDISSPAQKLRRGLNQVGLGVKTGIDLP.... The pIC50 is 3.3. (2) The target protein (P0A988) has sequence MKFTVEREHLLKPLQQVSGPLGGRPTLPILGNLLLQVADGTLSLTGTDLEMEMVARVALVQPHEPGATTVPARKFFDICRGLPEGAEIAVQLEGERMLVRSGRSRFSLSTLPAADFPNLDDWQSEVEFTLPQATMKRLIEATQFSMAHQDVRYYLNGMLFETEGEELRTVATDGHRLAVCSMPIGQSLPSHSVIVPRKGVIELMRMLDGGDNPLRVQIGSNNIRAHVGDFIFTSKLVDGRFPDYRRVLPKNPDKHLEAGCDLLKQAFARAAILSNEKFRGVRLYVSENQLKITANNPEQEEAEEILDVTYSGAEMEIGFNVSYVLDVLNALKCENVRMMLTDSVSSVQIEDAASQSAAYVVMPMRL. The small molecule is NC(=O)Cc1ccc(NC(=O)Cn2c3c(c4cc(Cl)ccc42)CC[C@@H](C(=O)O)C3)cc1. The pIC50 is 3.4. (3) The compound is CCCCCCS(=O)(=O)[C@H]1O[C@H](CO)[C@@H](O)[C@H](O)[C@@H]1O. The target protein (P53624) has sequence MYRISPIGRKSNFHSREKCLIGLVLVTLCFLCFGGIFLLPDNFGSDRVLRVYKHFRKAGPEIFIPAPPLAAHAPHRSEDPHFIGDRQRLEQKIRAELGDMLDEPPAAGGGEPGQFQVLAQQAQAPAPVAALADQPLDQDEGHAAIPVLAAPVQGDNAASQASSHPQSSAQQHNQQQPQLPLGGGGNDQAPDTLDATLEERRQKVKEMMEHAWHNYKLYAWGKNELRPLSQRPHSASIFGSYDLGATIVDGLDTLYIMGLEKEYREGRDWIERKFSLDNISAELSVFETNIRFVGGMLTLYAFTGDPLYKEKAQHVADKLLPAFQTPTGIPYALVNTKTGVAKNYGWASGGSSILSEFGTLHLEFAYLSDITGNPLYRERVQTIRQVLKEIEKPKGLYPNFLNPKTGKWGQLHMSLGALGDSYYEYLLKAWLQSGQTDEEAREMFDEAMLAILDKMVRTSPGGLTYVSDLKFDRLEHKMDHLACFSGGLFALGAATRQNDY.... The pIC50 is 2.6. (4) The small molecule is CC(=O)N1CCN(c2ccc(OC[C@H]3CO[C@@](Cn4ccnc4)(c4ccc(Cl)cc4Cl)O3)cc2)CC1. The target protein (P15149) has sequence MLDTGLLLVVILASLSVMFLVSLWQQKIRERLPPGPTPLPFIGNYLQLNMKDVYSSITQLSERYGPVFTIHLGPRRIVVLYGYDAVKEALVDQAEEFSGRGELPTFNILFKGYGFSLSNVEQAKRIRRFTIATLRDFGVGKRDVQECILEEAGYLIKTLQGTCGAPIDPSIYLSKTVSNVINSIVFGNRFDYEDKEFLSLLEMIDEMNIFAASATGQLYDMFHSVMKYLPGPQQQIIKVTQKLEDFMIEKVRQNHSTLDPNSPRNFIDSFLIRMQEEKYVNSEFHMNNLVMSSLGLLFAGTGSVSSTLYHGFLLLMKHPDVEAKVHEEIERVIGRNRQPQYEDHMKMPYTQAVINEIQRFSNLAPLGIPRRIIKNTTFRGFFLPKGTDVFPIIGSLMTEPKFFPNHKDFNPQHFLDDKGQLKKNAAFLPFSIGKRFCLGDSLAKMELFLLLTTILQNFRFKFPMNLEDINEYPSPIGFTRIIPNYTMSFMPI. The pIC50 is 6.0. (5) The small molecule is Cc1ccc(S(=O)(=O)Nc2cccc(C(=O)/C=C/c3ccc(O)c(O)c3)c2)cc1. The target protein (P16098) has sequence MEVNVKGNYVQVYVMLPLDAVSVNNRFEKGDELRAQLRKLVEAGVDGVMVDVWWGLVEGKGPKAYDWSAYKQLFELVQKAGLKLQAIMSFHQCGGNVGDAVNIPIPQWVRDVGTRDPDIFYTDGHGTRNIEYLTLGVDNQPLFHGRSAVQMYADYMTSFRENMKDFLDAGVIVDIEVGLGPAGEMRYPSYPQSHGWSFPGIGEFICYDKYLQADFKAAAAAVGHPEWEFPNDVGQYNDTPERTQFFRDNGTYLSEKGRFFLAWYSNNLIKHGDRILDEANKVFLGYKVQLAIKISGIHWWYKVPSHAAELTAGYYNLHDRDGYRTIARMLKRHRASINFTCAEMRDLEQSSQAMSAPEELVQQVLSAGWREGLNVACENALPRYDPTAYNTILRNARPHGINQSGPPEHKLFGFTYLRLSNQLVEGQNYVNFKTFVDRMHANLPRDPYVDPMAPLPRSGPEISIEMILQAAQPKLQPFPFQEHTDLPVGPTGGMGGQAEG.... The pIC50 is 4.6.